Dataset: Forward reaction prediction with 1.9M reactions from USPTO patents (1976-2016). Task: Predict the product of the given reaction. (1) Given the reactants Br[C:2]1[C:3]([CH3:33])=[CH:4][C:5]([O:29][CH:30]([CH3:32])[CH3:31])=[C:6]([NH:8][C:9]2[N:14]=[C:13]([NH:15][C:16]3[CH:21]=[CH:20][CH:19]=[CH:18][C:17]=3[S:22]([CH:25]([CH3:27])[CH3:26])(=[O:24])=[O:23])[C:12]([CH3:28])=[CH:11][N:10]=2)[CH:7]=1.[C:34]([Si:36]([CH3:39])([CH3:38])[CH3:37])#[CH:35].C(N(CC)C(C)C)(C)C, predict the reaction product. The product is: [CH:30]([O:29][C:5]1[CH:4]=[C:3]([CH3:33])[C:2]([C:35]#[C:34][Si:36]([CH3:39])([CH3:38])[CH3:37])=[CH:7][C:6]=1[NH:8][C:9]1[N:14]=[C:13]([NH:15][C:16]2[CH:21]=[CH:20][CH:19]=[CH:18][C:17]=2[S:22]([CH:25]([CH3:27])[CH3:26])(=[O:24])=[O:23])[C:12]([CH3:28])=[CH:11][N:10]=1)([CH3:32])[CH3:31]. (2) Given the reactants [CH3:1][C:2]1([C:17]2[CH:18]=[C:19]([NH:23][S:24]([CH3:27])(=[O:26])=[O:25])[CH:20]=[CH:21][CH:22]=2)[CH:7]2[CH:3]1[CH2:4][N:5]([C:8](=O)/[CH:9]=[CH:10]/[C:11]1[CH:15]=[CH:14][S:13][CH:12]=1)[CH2:6]2.[H-].[Al+3].[Li+].[H-].[H-].[H-].O.C(=O)([O-])[O-].[Na+].[Na+], predict the reaction product. The product is: [NH3:5].[CH3:1][C:2]1([C:17]2[CH:18]=[C:19]([NH:23][S:24]([CH3:27])(=[O:25])=[O:26])[CH:20]=[CH:21][CH:22]=2)[CH:7]2[CH:3]1[CH2:4][N:5]([CH2:8]/[CH:9]=[CH:10]/[C:11]1[CH:15]=[CH:14][S:13][CH:12]=1)[CH2:6]2. (3) Given the reactants [CH2:1]([O:3][C:4](=[O:16])[NH:5][C:6]1[C:11]([CH3:12])=[CH:10][C:9]([CH:13]=O)=[CH:8][C:7]=1[CH3:15])[CH3:2].[F:17][C:18]1[CH:19]=[C:20]([CH:22]=[CH:23][CH:24]=1)[NH2:21].C([BH3-])#N.[Na+].C(=O)([O-])[O-].[Na+].[Na+], predict the reaction product. The product is: [CH2:1]([O:3][C:4](=[O:16])[NH:5][C:6]1[C:11]([CH3:12])=[CH:10][C:9]([CH2:13][NH:21][C:20]2[CH:22]=[CH:23][CH:24]=[C:18]([F:17])[CH:19]=2)=[CH:8][C:7]=1[CH3:15])[CH3:2]. (4) Given the reactants [O:1]=[C:2]1[O:8][C@H:7]([C@H:9]([CH2:11][OH:12])[OH:10])[C:5]([OH:6])=[C:3]1[OH:4].[CH3:13][C:14](=O)[CH2:15][C:16](=O)[CH3:17].OO.[OH2:22], predict the reaction product. The product is: [CH2:13]=[CH:14][C:15]1[CH:2]=[CH:3][C:5]([C:7]([O:12][CH2:11][C@H:9]([OH:10])[C@@H:7]2[O:8][C:2](=[O:1])[C:3]([OH:4])=[C:5]2[OH:6])=[O:22])=[CH:17][CH:16]=1.